This data is from Forward reaction prediction with 1.9M reactions from USPTO patents (1976-2016). The task is: Predict the product of the given reaction. (1) Given the reactants S(Cl)([Cl:3])=O.[Br:5][C:6]1[CH:11]=[CH:10][C:9]([CH2:12]O)=[C:8]([CH3:14])[CH:7]=1.CN(C)C=O, predict the reaction product. The product is: [Br:5][C:6]1[CH:11]=[CH:10][C:9]([CH2:12][Cl:3])=[C:8]([CH3:14])[CH:7]=1. (2) Given the reactants [NH2:1][C:2]1[N:7]=[CH:6][C:5](/[CH:8]=[CH:9]/[C:10]([N:12]([CH3:24])[CH2:13][C:14]2[N:15]([CH3:23])[C:16]3[C:21]([CH:22]=2)=[CH:20][CH:19]=[CH:18][CH:17]=3)=[O:11])=[CH:4][CH:3]=1.[H-].[Na+].Br[CH2:28][C:29](OC)([O:31]C)[CH3:30], predict the reaction product. The product is: [CH3:24][N:12]([CH2:13][C:14]1[N:15]([CH3:23])[C:16]2[C:21]([CH:22]=1)=[CH:20][CH:19]=[CH:18][CH:17]=2)[C:10](=[O:11])/[CH:9]=[CH:8]/[C:5]1[CH:6]=[N:7][C:2]([NH:1][CH2:28][C:29](=[O:31])[CH3:30])=[CH:3][CH:4]=1. (3) Given the reactants [N+:1]([O-:4])(O)=[O:2].[C:5](=[O:18])([O:15][CH2:16][CH3:17])[O:6][C:7]1[CH:12]=[CH:11][CH:10]=[C:9]([F:13])[C:8]=1[F:14], predict the reaction product. The product is: [C:5](=[O:18])([O:15][CH2:16][CH3:17])[O:6][C:7]1[CH:12]=[C:11]([N+:1]([O-:4])=[O:2])[CH:10]=[C:9]([F:13])[C:8]=1[F:14]. (4) Given the reactants [CH3:1][NH:2][CH2:3][CH2:4][CH:5]1[CH2:10][CH2:9][N:8]([C:11]2[C:20]3[C:15](=[CH:16][CH:17]=[C:18]([O:21][CH3:22])[N:19]=3)[N:14]=[CH:13][CH:12]=2)[CH2:7][CH2:6]1.C1C=CC2N(O)N=NC=2C=1.C(Cl)CCl.C(N(C(C)C)CC)(C)C.[O:46]=[C:47]1[CH2:52][S:51][C:50]2[CH:53]=[CH:54][C:55]([C:57](O)=[O:58])=[N:56][C:49]=2[NH:48]1, predict the reaction product. The product is: [CH3:1][N:2]([CH2:3][CH2:4][CH:5]1[CH2:6][CH2:7][N:8]([C:11]2[C:20]3[C:15](=[CH:16][CH:17]=[C:18]([O:21][CH3:22])[N:19]=3)[N:14]=[CH:13][CH:12]=2)[CH2:9][CH2:10]1)[C:57]([C:55]1[CH:54]=[CH:53][C:50]2[S:51][CH2:52][C:47](=[O:46])[NH:48][C:49]=2[N:56]=1)=[O:58]. (5) Given the reactants Cl[CH2:2][CH2:3][CH2:4][S:5]([O:8][CH2:9][C:10]([CH3:23])([CH3:22])[C@@H:11]([O:14][CH2:15][C:16]1[CH:21]=[CH:20][CH:19]=[CH:18][CH:17]=1)[CH:12]=[CH2:13])(=[O:7])=[O:6].[N-:24]=[N+:25]=[N-:26].[Na+], predict the reaction product. The product is: [N:24]([CH2:2][CH2:3][CH2:4][S:5]([O:8][CH2:9][C:10]([CH3:23])([CH3:22])[C@@H:11]([O:14][CH2:15][C:16]1[CH:21]=[CH:20][CH:19]=[CH:18][CH:17]=1)[CH:12]=[CH2:13])(=[O:7])=[O:6])=[N+:25]=[N-:26]. (6) The product is: [CH:32]1([CH2:31][C:19]([C:21]2[CH:22]=[CH:23][C:24]([S:27][CH3:28])=[CH:25][CH:26]=2)([C:11]2[NH:10][C:14]3=[N:15][CH:16]=[CH:17][CH:18]=[C:13]3[CH:12]=2)[OH:20])[CH2:35][CH2:34][CH2:33]1. Given the reactants C1(S([N:10]2[C:14]3=[N:15][CH:16]=[CH:17][CH:18]=[C:13]3[CH:12]=[C:11]2[C:19]([C:21]2[CH:26]=[CH:25][C:24]([S:27][CH3:28])=[CH:23][CH:22]=2)=[O:20])(=O)=O)C=CC=CC=1.[Mg].Br[CH2:31][CH:32]1[CH2:35][CH2:34][CH2:33]1.II, predict the reaction product. (7) Given the reactants C[O:2][C:3]([C@H:5]1[CH2:10][C@@H:9]([CH3:11])[CH2:8][N:7]([C:12]([O:14][CH2:15][C:16]2[CH:21]=[CH:20][CH:19]=[CH:18][CH:17]=2)=[O:13])[CH2:6]1)=[O:4].[OH-].[Na+], predict the reaction product. The product is: [CH2:15]([O:14][C:12]([N:7]1[CH2:8][C@H:9]([CH3:11])[CH2:10][C@H:5]([C:3]([OH:4])=[O:2])[CH2:6]1)=[O:13])[C:16]1[CH:17]=[CH:18][CH:19]=[CH:20][CH:21]=1.